From a dataset of Full USPTO retrosynthesis dataset with 1.9M reactions from patents (1976-2016). Predict the reactants needed to synthesize the given product. (1) Given the product [F:1][C:2]1[CH:7]=[CH:6][C:5]([C:8]2[CH:13]=[C:12]([CH3:14])[N:11]=[CH:10][C:9]=2[N:15]([CH2:16][C:17]([F:19])([F:18])[F:20])[C:39](=[O:54])[C:40]2[CH:45]=[C:44]([C:46]([F:49])([F:47])[F:48])[CH:43]=[C:42]([S:50]([CH3:53])(=[O:52])=[O:51])[CH:41]=2)=[C:4]([O:21][CH3:22])[CH:3]=1, predict the reactants needed to synthesize it. The reactants are: [F:1][C:2]1[CH:7]=[CH:6][C:5]([C:8]2[CH:13]=[C:12]([CH3:14])[N:11]=[CH:10][C:9]=2[NH:15][CH2:16][C:17]([F:20])([F:19])[F:18])=[C:4]([O:21][CH3:22])[CH:3]=1.FC1C=CC=C(OC)C=1C1C=CN=CC=1N(CC(F)(F)F)[C:39](=[O:54])[C:40]1[CH:45]=[C:44]([C:46]([F:49])([F:48])[F:47])[CH:43]=[C:42]([S:50]([CH3:53])(=[O:52])=[O:51])[CH:41]=1. (2) Given the product [C:35]1([CH:23]([C:17]2[CH:22]=[CH:21][CH:20]=[CH:19][CH:18]=2)[N:24]2[C:32]3[C:27](=[CH:28][CH:29]=[CH:30][CH:31]=3)[C:26]([OH:33])([C:7]3[CH:6]=[C:5]4[C:10](=[CH:9][C:8]=3[OH:11])[O:1][CH2:2][CH2:3][CH2:4]4)[C:25]2=[O:34])[CH:36]=[CH:37][CH:38]=[CH:39][CH:40]=1, predict the reactants needed to synthesize it. The reactants are: [O:1]1[C:10]2[C:5](=[CH:6][CH:7]=[C:8]([OH:11])[CH:9]=2)[CH2:4][CH2:3][CH2:2]1.C([Mg]Cl)(C)C.[C:17]1([CH:23]([C:35]2[CH:40]=[CH:39][CH:38]=[CH:37][CH:36]=2)[N:24]2[C:32]3[C:27](=[CH:28][CH:29]=[CH:30][CH:31]=3)[C:26](=[O:33])[C:25]2=[O:34])[CH:22]=[CH:21][CH:20]=[CH:19][CH:18]=1. (3) Given the product [ClH:41].[NH2:29][C:10]1([C:25]([OH:27])=[O:26])[CH:11]([CH2:13][CH2:14][CH2:15][B:16]([OH:20])[OH:17])[CH2:12][N:8]([C:6](=[O:7])[C:5]2[CH:36]=[CH:37][C:2]([F:1])=[CH:3][CH:4]=2)[CH2:9]1, predict the reactants needed to synthesize it. The reactants are: [F:1][C:2]1[CH:37]=[CH:36][C:5]([C:6]([N:8]2[CH2:12][C@H:11]([CH2:13][CH2:14][CH2:15][B:16]3[O:20]C(C)(C)C(C)(C)[O:17]3)[C@:10]([NH:29]C(=O)C(F)(F)F)([C:25]([O:27]C)=[O:26])[CH2:9]2)=[O:7])=[CH:4][CH:3]=1.O.[OH-].[Li+].[ClH:41].